Dataset: TCR-epitope binding with 47,182 pairs between 192 epitopes and 23,139 TCRs. Task: Binary Classification. Given a T-cell receptor sequence (or CDR3 region) and an epitope sequence, predict whether binding occurs between them. (1) The epitope is VLWAHGFEL. The TCR CDR3 sequence is CASSLSLAGVSTDTQYF. Result: 0 (the TCR does not bind to the epitope). (2) The epitope is VTIAEILLI. The TCR CDR3 sequence is CSVVVGSENEQYF. Result: 0 (the TCR does not bind to the epitope). (3) The epitope is KLSYGIATV. The TCR CDR3 sequence is CASGQIDGTEAFF. Result: 1 (the TCR binds to the epitope). (4) The epitope is KLPDDFTGCV. The TCR CDR3 sequence is CASSAPGYFSFHNEQFF. Result: 1 (the TCR binds to the epitope). (5) The epitope is FLKEKGGL. The TCR CDR3 sequence is CASRIGQGTVGELFF. Result: 1 (the TCR binds to the epitope). (6) The epitope is SEPVLKGVKL. The TCR CDR3 sequence is CASSGGVTNTGELFF. Result: 0 (the TCR does not bind to the epitope). (7) The epitope is KMKDLSPRW. The TCR CDR3 sequence is CASRDRGSEQYF. Result: 0 (the TCR does not bind to the epitope).